This data is from Full USPTO retrosynthesis dataset with 1.9M reactions from patents (1976-2016). The task is: Predict the reactants needed to synthesize the given product. (1) Given the product [C:27]1([C:24]2[CH:25]=[C:26]3[C:21](=[C:22]([CH2:33][OH:34])[CH:23]=2)[NH:20][CH:19]=[C:18]3[CH:17]2[CH2:16][CH2:15][NH:14][CH2:13]2)[CH:28]=[CH:29][CH:30]=[CH:31][CH:32]=1, predict the reactants needed to synthesize it. The reactants are: [H-].[H-].[H-].[H-].[Li+].[Al+3].C1COCC1.O=[C:13]1[CH:17]([C:18]2[C:26]3[C:21](=[C:22]([C:33](OC)=[O:34])[CH:23]=[C:24]([C:27]4[CH:32]=[CH:31][CH:30]=[CH:29][CH:28]=4)[CH:25]=3)[NH:20][CH:19]=2)[CH2:16][C:15](=O)[NH:14]1.O. (2) The reactants are: [F:1][C:2]1[CH:7]=[CH:6][C:5]([C:8]2[O:22][C:11]3=[N:12][C:13]([NH:17][S:18]([CH3:21])(=[O:20])=[O:19])=[C:14]([I:16])[CH:15]=[C:10]3[C:9]=2[C:23]([NH:25][CH3:26])=[O:24])=[CH:4][CH:3]=1.C([O-])([O-])=O.[Cs+].[Cs+].Br[CH2:34][CH2:35][CH2:36][CH:37]=[CH2:38].CN(C=O)C. Given the product [CH3:26][NH:25][C:23]([C:9]1[C:10]2[C:11](=[N:12][C:13]([N:17]([S:18]([CH3:21])(=[O:20])=[O:19])[CH2:38][CH2:37][CH2:36][CH:35]=[CH2:34])=[C:14]([I:16])[CH:15]=2)[O:22][C:8]=1[C:5]1[CH:6]=[CH:7][C:2]([F:1])=[CH:3][CH:4]=1)=[O:24], predict the reactants needed to synthesize it. (3) Given the product [O:8]1[C:12]2[CH:13]=[CH:14][C:15]([C:17]3[CH2:22][CH2:21][CH:20]([N:23]4[CH2:26][CH:25]([NH:27][C:37]([CH2:36][NH:35][C:33](=[O:34])[C:32]5[CH:40]=[CH:41][CH:42]=[C:30]([C:29]([F:44])([F:28])[F:43])[CH:31]=5)=[O:38])[CH2:24]4)[CH2:19][CH:18]=3)=[CH:16][C:11]=2[O:10][CH2:9]1, predict the reactants needed to synthesize it. The reactants are: OC(C(F)(F)F)=O.[O:8]1[C:12]2[CH:13]=[CH:14][C:15]([C:17]3[CH2:22][CH2:21][CH:20]([N:23]4[CH2:26][CH:25]([NH2:27])[CH2:24]4)[CH2:19][CH:18]=3)=[CH:16][C:11]=2[O:10][CH2:9]1.[F:28][C:29]([F:44])([F:43])[C:30]1[CH:31]=[C:32]([CH:40]=[CH:41][CH:42]=1)[C:33]([NH:35][CH2:36][C:37](O)=[O:38])=[O:34].CCN=C=NCCCN(C)C.C1C=CC2N(O)N=NC=2C=1. (4) Given the product [C:1]([O:7][CH2:8][C@H:9]([C:15]1[C:16]([Br:28])=[C:17]2[C:22](=[CH:23][C:24]=1[CH3:25])[N:21]=[C:20]([CH:26]=[O:27])[CH:19]=[CH:18]2)[O:10][C:11]([CH3:14])([CH3:13])[CH3:12])(=[O:6])[C:2]([CH3:5])([CH3:3])[CH3:4], predict the reactants needed to synthesize it. The reactants are: [C:1]([O:7][CH2:8][C@H:9]([C:15]1[C:16]([Br:28])=[C:17]2[C:22](=[CH:23][C:24]=1[CH3:25])[N:21]=[C:20]([CH2:26][OH:27])[CH:19]=[CH:18]2)[O:10][C:11]([CH3:14])([CH3:13])[CH3:12])(=[O:6])[C:2]([CH3:5])([CH3:4])[CH3:3].C(N(CC)CC)C.